This data is from Peptide-MHC class I binding affinity with 185,985 pairs from IEDB/IMGT. The task is: Regression. Given a peptide amino acid sequence and an MHC pseudo amino acid sequence, predict their binding affinity value. This is MHC class I binding data. (1) The peptide sequence is YRFRKSSKK. The MHC is HLA-B15:09 with pseudo-sequence HLA-B15:09. The binding affinity (normalized) is 0.0847. (2) The peptide sequence is AYISSEATTPV. The MHC is HLA-A23:01 with pseudo-sequence HLA-A23:01. The binding affinity (normalized) is 0. (3) The peptide sequence is GLTADARLL. The MHC is HLA-A02:01 with pseudo-sequence HLA-A02:01. The binding affinity (normalized) is 0.160. (4) The peptide sequence is DILQMREII. The MHC is HLA-A02:03 with pseudo-sequence HLA-A02:03. The binding affinity (normalized) is 0.225. (5) The peptide sequence is CTPYDINQM. The MHC is Mamu-B01 with pseudo-sequence Mamu-B01. The binding affinity (normalized) is 0.0352.